Dataset: Full USPTO retrosynthesis dataset with 1.9M reactions from patents (1976-2016). Task: Predict the reactants needed to synthesize the given product. (1) Given the product [CH:26]1[C:25]2[C:30](=[N:31][C:32]3[C:37]([C:24]=2[NH:13][C:12]2[CH:11]=[CH:10][C:9]([CH2:8][CH2:7][CH2:6][CH2:5][CH2:4][CH2:3][CH2:2][OH:1])=[CH:15][CH:14]=2)=[CH:36][CH:35]=[CH:34][CH:33]=3)[CH:29]=[CH:28][CH:27]=1, predict the reactants needed to synthesize it. The reactants are: [OH:1][CH2:2][CH2:3][CH2:4][CH2:5][CH2:6][CH2:7][CH2:8][C:9]1[CH:15]=[CH:14][C:12]([NH2:13])=[CH:11][CH:10]=1.CCN(CC)CC.Cl[C:24]1[C:25]2[C:30]([N:31]=[C:32]3[C:37]=1[CH:36]=[CH:35][CH:34]=[CH:33]3)=[CH:29][CH:28]=[CH:27][CH:26]=2. (2) Given the product [OH:9][C@@H:10]1[C@H:6]([NH:7][C:12](=[O:13])[O:14][C:15]([CH3:16])([CH3:17])[CH3:18])[CH:5]=[C:4]([C:19]2[CH:24]=[CH:23][N:22]=[CH:21][C:20]=2[N+:25]([O-:27])=[O:26])[CH2:3][C@@H:2]1[CH3:1], predict the reactants needed to synthesize it. The reactants are: [CH3:1][CH:2]1[CH:10]2[CH:6]([N:7]([C:12]([O:14][C:15]([CH3:18])([CH3:17])[CH3:16])=[O:13])C(=O)[O:9]2)[CH:5]=[C:4]([C:19]2[CH:24]=[CH:23][N:22]=[CH:21][C:20]=2[N+:25]([O-:27])=[O:26])[CH2:3]1.[Li+].[OH-].